This data is from NCI-60 drug combinations with 297,098 pairs across 59 cell lines. The task is: Regression. Given two drug SMILES strings and cell line genomic features, predict the synergy score measuring deviation from expected non-interaction effect. (1) Drug 1: CCC1=CC2CC(C3=C(CN(C2)C1)C4=CC=CC=C4N3)(C5=C(C=C6C(=C5)C78CCN9C7C(C=CC9)(C(C(C8N6C)(C(=O)OC)O)OC(=O)C)CC)OC)C(=O)OC.C(C(C(=O)O)O)(C(=O)O)O. Drug 2: CC(C)NC(=O)C1=CC=C(C=C1)CNNC.Cl. Cell line: HOP-62. Synergy scores: CSS=6.02, Synergy_ZIP=-6.14, Synergy_Bliss=0.0690, Synergy_Loewe=-36.5, Synergy_HSA=-2.14. (2) Drug 1: C1CCN(CC1)CCOC2=CC=C(C=C2)C(=O)C3=C(SC4=C3C=CC(=C4)O)C5=CC=C(C=C5)O. Drug 2: C1=CC(=CC=C1CCC2=CNC3=C2C(=O)NC(=N3)N)C(=O)NC(CCC(=O)O)C(=O)O. Cell line: MDA-MB-231. Synergy scores: CSS=21.7, Synergy_ZIP=-3.89, Synergy_Bliss=1.11, Synergy_Loewe=-10.5, Synergy_HSA=-0.648. (3) Synergy scores: CSS=32.0, Synergy_ZIP=-7.65, Synergy_Bliss=-6.50, Synergy_Loewe=-2.92, Synergy_HSA=-0.860. Cell line: HCC-2998. Drug 1: C1=CC(=C2C(=C1NCCNCCO)C(=O)C3=C(C=CC(=C3C2=O)O)O)NCCNCCO. Drug 2: CCC1=C2CN3C(=CC4=C(C3=O)COC(=O)C4(CC)O)C2=NC5=C1C=C(C=C5)O. (4) Drug 1: CC1OCC2C(O1)C(C(C(O2)OC3C4COC(=O)C4C(C5=CC6=C(C=C35)OCO6)C7=CC(=C(C(=C7)OC)O)OC)O)O. Drug 2: CC(C)NC(=O)C1=CC=C(C=C1)CNNC.Cl. Cell line: CAKI-1. Synergy scores: CSS=37.9, Synergy_ZIP=-10.5, Synergy_Bliss=-6.48, Synergy_Loewe=-35.7, Synergy_HSA=-4.55. (5) Drug 1: C1CC(=O)NC(=O)C1N2CC3=C(C2=O)C=CC=C3N. Drug 2: C1CCC(CC1)NC(=O)N(CCCl)N=O. Cell line: COLO 205. Synergy scores: CSS=27.6, Synergy_ZIP=-3.78, Synergy_Bliss=-1.16, Synergy_Loewe=-7.67, Synergy_HSA=-1.13. (6) Drug 1: CS(=O)(=O)C1=CC(=C(C=C1)C(=O)NC2=CC(=C(C=C2)Cl)C3=CC=CC=N3)Cl. Drug 2: C(CCl)NC(=O)N(CCCl)N=O. Cell line: K-562. Synergy scores: CSS=29.8, Synergy_ZIP=2.36, Synergy_Bliss=8.44, Synergy_Loewe=5.92, Synergy_HSA=7.78. (7) Drug 1: CC1=C2C(C(=O)C3(C(CC4C(C3C(C(C2(C)C)(CC1OC(=O)C(C(C5=CC=CC=C5)NC(=O)OC(C)(C)C)O)O)OC(=O)C6=CC=CC=C6)(CO4)OC(=O)C)OC)C)OC. Drug 2: CC1CCC2CC(C(=CC=CC=CC(CC(C(=O)C(C(C(=CC(C(=O)CC(OC(=O)C3CCCCN3C(=O)C(=O)C1(O2)O)C(C)CC4CCC(C(C4)OC)O)C)C)O)OC)C)C)C)OC. Cell line: TK-10. Synergy scores: CSS=38.7, Synergy_ZIP=-7.31, Synergy_Bliss=-9.71, Synergy_Loewe=-4.15, Synergy_HSA=-1.45. (8) Drug 1: CNC(=O)C1=NC=CC(=C1)OC2=CC=C(C=C2)NC(=O)NC3=CC(=C(C=C3)Cl)C(F)(F)F. Drug 2: C1CNP(=O)(OC1)N(CCCl)CCCl. Cell line: 786-0. Synergy scores: CSS=1.18, Synergy_ZIP=-2.31, Synergy_Bliss=-4.23, Synergy_Loewe=-5.45, Synergy_HSA=-4.06. (9) Drug 1: C1=CC(=CC=C1CCCC(=O)O)N(CCCl)CCCl. Drug 2: C1C(C(OC1N2C=NC(=NC2=O)N)CO)O. Cell line: BT-549. Synergy scores: CSS=29.7, Synergy_ZIP=-3.45, Synergy_Bliss=2.19, Synergy_Loewe=-1.55, Synergy_HSA=6.07.